From a dataset of Full USPTO retrosynthesis dataset with 1.9M reactions from patents (1976-2016). Predict the reactants needed to synthesize the given product. (1) Given the product [C:14]([C:13]1[CH:16]=[C:9]([C:48]#[C:47][C:44]2[CH:45]=[CH:46][C:36]([F:35])=[C:37]([CH:43]=2)[CH2:38][NH:39][C:40](=[O:42])[CH3:41])[CH:10]=[N:11][CH:12]=1)#[N:15], predict the reactants needed to synthesize it. The reactants are: C(N(CC)CC)C.Br[C:9]1[CH:10]=[N:11][CH:12]=[C:13]([CH:16]=1)[C:14]#[N:15].[F-].C([N+](CCCC)(CCCC)CCCC)CCC.[F:35][C:36]1[CH:46]=[CH:45][C:44]([C:47]#[C:48][Si](C)(C)C)=[CH:43][C:37]=1[CH2:38][NH:39][C:40](=[O:42])[CH3:41]. (2) Given the product [C:1]([C:5]1[CH:6]=[CH:7][C:8]([C:11]([F:18])([F:17])[C:12]([OH:14])=[O:13])=[N:9][CH:10]=1)([CH3:4])([CH3:2])[CH3:3], predict the reactants needed to synthesize it. The reactants are: [C:1]([C:5]1[CH:6]=[CH:7][C:8]([C:11]([F:18])([F:17])[C:12]([O:14]CC)=[O:13])=[N:9][CH:10]=1)([CH3:4])([CH3:3])[CH3:2].O.[OH-].[Li+].S(=O)(=O)(O)[O-].[K+]. (3) Given the product [CH2:1]([O:8][NH:9][C:25](=[O:27])[CH2:24][CH2:23][C:19]1[C:18](=[O:28])[N:17]([CH2:10][CH2:11][C:16]2[CH:15]=[CH:14][CH:13]=[CH:12][CH:29]=2)[CH2:22][CH2:21][CH:20]=1)[C:2]1[CH:7]=[CH:6][CH:5]=[CH:4][CH:3]=1, predict the reactants needed to synthesize it. The reactants are: [CH2:1]([O:8][NH2:9])[C:2]1[CH:7]=[CH:6][CH:5]=[CH:4][CH:3]=1.[CH2:10]([N:17]1[CH2:22][CH2:21][CH:20]=[C:19]([CH2:23][CH2:24][C:25]([OH:27])=O)[C:18]1=[O:28])[C:11]1[CH:16]=[CH:15][CH:14]=[CH:13][CH:12]=1.[CH2:29](Cl)CCl.